From a dataset of Peptide-MHC class I binding affinity with 185,985 pairs from IEDB/IMGT. Regression. Given a peptide amino acid sequence and an MHC pseudo amino acid sequence, predict their binding affinity value. This is MHC class I binding data. (1) The peptide sequence is ILLLCLIFLL. The MHC is HLA-A02:06 with pseudo-sequence HLA-A02:06. The binding affinity (normalized) is 0.806. (2) The peptide sequence is LRLIHLLHQT. The MHC is HLA-B27:05 with pseudo-sequence HLA-B27:05. The binding affinity (normalized) is 0.340. (3) The peptide sequence is LMTGDTYTA. The MHC is HLA-A02:01 with pseudo-sequence HLA-A02:01. The binding affinity (normalized) is 0.780. (4) The peptide sequence is EFTSFFYRY. The MHC is HLA-A02:03 with pseudo-sequence HLA-A02:03. The binding affinity (normalized) is 0.0847. (5) The peptide sequence is SPVIVNGAM. The MHC is HLA-B08:01 with pseudo-sequence HLA-B08:01. The binding affinity (normalized) is 0.0847.